Dataset: Forward reaction prediction with 1.9M reactions from USPTO patents (1976-2016). Task: Predict the product of the given reaction. The product is: [Cl:24][C:23]1[C:18]([N:16]2[C:8]([OH:14])([C:9]([O:11][CH2:12][CH3:13])=[O:10])[CH2:7][C:5]([CH2:4][OH:3])=[N:17]2)=[N:19][CH:20]=[CH:21][CH:22]=1. Given the reactants CC1(C)O/[C:5](=[CH:7]/[C:8](=[O:14])[C:9]([O:11][CH2:12][CH3:13])=[O:10])/[CH2:4][O:3]1.[NH:16]([C:18]1[C:23]([Cl:24])=[CH:22][CH:21]=[CH:20][N:19]=1)[NH2:17], predict the reaction product.